Dataset: Reaction yield outcomes from USPTO patents with 853,638 reactions. Task: Predict the reaction yield, written as a fraction of the theoretical maximum amount of product (1.0 means a 100% yield; for example, 0.34 means a 34% yield). The reactants are Br[C:2]1[CH:7]=[CH:6][C:5]([F:8])=[CH:4][N:3]=1.C([Li])CCC.CN(C)[CH:16]=[O:17].[BH4-].[Na+]. The catalyst is C1(C)C=CC=CC=1.O1CCCC1.O. The product is [F:8][C:5]1[CH:6]=[CH:7][C:2]([CH2:16][OH:17])=[N:3][CH:4]=1. The yield is 0.360.